Predict the reaction yield, written as a fraction of the theoretical maximum amount of product (1.0 means a 100% yield; for example, 0.34 means a 34% yield). From a dataset of Reaction yield outcomes from USPTO patents with 853,638 reactions. The reactants are [CH3:1][O:2][C:3]1[CH:8]=[C:7]([O:9][CH3:10])[N:6]=[CH:5][C:4]=1[C:11]1[C:24]2[C:19](=[CH:20][C:21]([O:27][CH2:28][CH3:29])=[C:22]([O:25][CH3:26])[CH:23]=2)[C@@H:18]2[C@@H:13]([CH2:14][CH2:15][C@@H:16]([OH:30])[CH2:17]2)[N:12]=1.[C:31]([OH:38])(=[O:37])/[CH:32]=[CH:33]/[C:34]([OH:36])=[O:35]. The catalyst is CC(C)=O.C(O)(C)C. The product is [C:31]([OH:38])(=[O:37])/[CH:32]=[CH:33]/[C:34]([OH:36])=[O:35].[CH3:1][O:2][C:3]1[CH:8]=[C:7]([O:9][CH3:10])[N:6]=[CH:5][C:4]=1[C:11]1[C:24]2[C:19](=[CH:20][C:21]([O:27][CH2:28][CH3:29])=[C:22]([O:25][CH3:26])[CH:23]=2)[C@@H:18]2[C@@H:13]([CH2:14][CH2:15][C@@H:16]([OH:30])[CH2:17]2)[N:12]=1. The yield is 0.400.